Dataset: Forward reaction prediction with 1.9M reactions from USPTO patents (1976-2016). Task: Predict the product of the given reaction. (1) Given the reactants [H-].[Na+].[O:3]=[C:4]1[CH:9]=[C:8]([NH:10][C:11]2[CH:16]=[CH:15][CH:14]=[C:13]([C:17]([F:20])([F:19])[F:18])[CH:12]=2)[CH2:7][CH2:6][N:5]1[C:21]([O:23][C:24]([CH3:27])([CH3:26])[CH3:25])=[O:22].CC1CCCO1.C1(S([CH:43]([C:52]2[CH:57]=[CH:56][C:55]([C:58]#[N:59])=[CH:54][C:53]=2[Br:60])[NH:44][C:45](=[O:51])[O:46][C:47]([CH3:50])([CH3:49])[CH3:48])(=O)=O)C=CC=CC=1, predict the reaction product. The product is: [Br:60][C:53]1[CH:54]=[C:55]([C:58]#[N:59])[CH:56]=[CH:57][C:52]=1[CH:43]([NH:44][C:45]([O:46][C:47]([CH3:50])([CH3:49])[CH3:48])=[O:51])[C:9]1[C:4](=[O:3])[N:5]([C:21]([O:23][C:24]([CH3:27])([CH3:26])[CH3:25])=[O:22])[CH2:6][CH2:7][C:8]=1[NH:10][C:11]1[CH:16]=[CH:15][CH:14]=[C:13]([C:17]([F:19])([F:18])[F:20])[CH:12]=1. (2) Given the reactants [CH2:1]([CH:3]([C:6]1[C:7]2[N:8]([C:13](I)=[C:14]([C:16]([F:19])([F:18])[F:17])[N:15]=2)[N:9]=[C:10]([CH3:12])[CH:11]=1)[CH2:4][CH3:5])[CH3:2].[Cl:21][C:22]1[N:23]=[C:24]([N:27]2[CH2:32][CH2:31][O:30][CH2:29][CH2:28]2)[S:25][CH:26]=1.C([O-])([O-])=O.[Cs+].[Cs+].C1C=CC(P(C2C=CC=CC=2)C2C=CC=CC=2)=CC=1, predict the reaction product. The product is: [Cl:21][C:22]1[N:23]=[C:24]([N:27]2[CH2:28][CH2:29][O:30][CH2:31][CH2:32]2)[S:25][C:26]=1[C:13]1[N:8]2[N:9]=[C:10]([CH3:12])[CH:11]=[C:6]([CH:3]([CH2:4][CH3:5])[CH2:1][CH3:2])[C:7]2=[N:15][C:14]=1[C:16]([F:19])([F:18])[F:17]. (3) Given the reactants C([O:3][C:4](=[O:35])[C:5]1[CH:10]=[CH:9][C:8]([C:11]2[O:19][C:18]3[C:13](=[N:14][CH:15]=[CH:16][C:17]=3[C:20]3[CH:25]=[CH:24][C:23]([O:26][CH:27]4[CH2:32][CH2:31][O:30][CH2:29][CH2:28]4)=[C:22]([C:33]#[N:34])[CH:21]=3)[CH:12]=2)=[CH:7][CH:6]=1)C.[OH-].[Na+], predict the reaction product. The product is: [C:33]([C:22]1[CH:21]=[C:20]([C:17]2[CH:16]=[CH:15][N:14]=[C:13]3[CH:12]=[C:11]([C:8]4[CH:7]=[CH:6][C:5]([C:4]([OH:35])=[O:3])=[CH:10][CH:9]=4)[O:19][C:18]=23)[CH:25]=[CH:24][C:23]=1[O:26][CH:27]1[CH2:28][CH2:29][O:30][CH2:31][CH2:32]1)#[N:34]. (4) Given the reactants Br[CH2:2][C:3]([C:5]1[N:6]=[C:7]([NH:20][C:21](=[O:30])[C:22]2[C:27]([F:28])=[CH:26][CH:25]=[CH:24][C:23]=2[F:29])[S:8][C:9]=1[C:10]1[CH:15]=[CH:14][CH:13]=[C:12]([C:16]([F:19])([F:18])[F:17])[CH:11]=1)=O.[C:31](=[S:34])([NH2:33])[CH3:32], predict the reaction product. The product is: [F:29][C:23]1[CH:24]=[CH:25][CH:26]=[C:27]([F:28])[C:22]=1[C:21]([NH:20][C:7]1[S:8][C:9]([C:10]2[CH:15]=[CH:14][CH:13]=[C:12]([C:16]([F:19])([F:18])[F:17])[CH:11]=2)=[C:5]([C:3]2[N:33]=[C:31]([CH3:32])[S:34][CH:2]=2)[N:6]=1)=[O:30]. (5) Given the reactants C(N(CC)CC)C.[NH2:8][C:9]1[CH:10]=[N:11][C:12]2[C:17]([C:18]=1[NH:19][CH2:20][CH2:21][NH:22][C:23](=[O:29])[O:24][C:25]([CH3:28])([CH3:27])[CH3:26])=[CH:16][CH:15]=[C:14]([O:30][CH2:31][C:32]1[CH:37]=[CH:36][CH:35]=[CH:34][CH:33]=1)[CH:13]=2.[Cl:38][CH2:39][C:40](Cl)=O, predict the reaction product. The product is: [CH2:31]([O:30][C:14]1[CH:15]=[CH:16][C:17]2[C:18]3[N:19]([CH2:20][CH2:21][NH:22][C:23](=[O:29])[O:24][C:25]([CH3:28])([CH3:27])[CH3:26])[C:40]([CH2:39][Cl:38])=[N:8][C:9]=3[CH:10]=[N:11][C:12]=2[CH:13]=1)[C:32]1[CH:33]=[CH:34][CH:35]=[CH:36][CH:37]=1. (6) Given the reactants [C:1]([O:5][C:6](=[O:20])[NH:7][CH2:8][CH2:9][N:10]1[C:18]2[C:17](Cl)=[N:16][CH:15]=[N:14][C:13]=2[CH:12]=[CH:11]1)([CH3:4])([CH3:3])[CH3:2].[Cl:21][C:22]1[CH:23]=[C:24]([CH:26]=[CH:27][C:28]=1[O:29][C:30]1[CH:35]=[CH:34][CH:33]=[C:32]([O:36][C:37]2[CH:42]=[CH:41][CH:40]=[CH:39][CH:38]=2)[CH:31]=1)[NH2:25].C(=O)(O)[O-].[Na+], predict the reaction product. The product is: [C:1]([O:5][C:6](=[O:20])[NH:7][CH2:8][CH2:9][N:10]1[C:18]2[C:17]([NH:25][C:24]3[CH:26]=[CH:27][C:28]([O:29][C:30]4[CH:35]=[CH:34][CH:33]=[C:32]([O:36][C:37]5[CH:42]=[CH:41][CH:40]=[CH:39][CH:38]=5)[CH:31]=4)=[C:22]([Cl:21])[CH:23]=3)=[N:16][CH:15]=[N:14][C:13]=2[CH:12]=[CH:11]1)([CH3:4])([CH3:3])[CH3:2]. (7) Given the reactants [C:1]([NH:8][C:9]1[C:13]2[CH:14]=[C:15]([CH2:18][O:19][C:20]3[CH:25]=[CH:24][C:23]([C:26]4[CH:31]=[C:30]([F:32])[C:29]([F:33])=[CH:28][C:27]=4[O:34][CH3:35])=[CH:22][CH:21]=3)[CH:16]=[CH:17][C:12]=2[O:11][N:10]=1)(OC(C)(C)C)=O.C(=O)([O-])[O-].[K+].[K+].COS(OC)(=O)=O, predict the reaction product. The product is: [F:33][C:29]1[C:30]([F:32])=[CH:31][C:26]([C:23]2[CH:22]=[CH:21][C:20]([O:19][CH2:18][C:15]3[CH:16]=[CH:17][C:12]4[O:11][N:10]=[C:9]([NH:8][CH3:1])[C:13]=4[CH:14]=3)=[CH:25][CH:24]=2)=[C:27]([O:34][CH3:35])[CH:28]=1. (8) Given the reactants Cl[C:2]1[CH:17]=[CH:16][C:5]([C:6]([NH:8][CH2:9][C:10]2[CH:11]=[N:12][CH:13]=[CH:14][CH:15]=2)=[O:7])=[C:4]([NH:18][CH2:19][CH2:20][C:21]2[CH:26]=[CH:25][CH:24]=[C:23]([F:27])[CH:22]=2)[N:3]=1.[NH:28]1[CH2:32][CH2:31][CH2:30][CH2:29]1, predict the reaction product. The product is: [F:27][C:23]1[CH:22]=[C:21]([CH:26]=[CH:25][CH:24]=1)[CH2:20][CH2:19][NH:18][C:4]1[N:3]=[C:2]([N:28]2[CH2:32][CH2:31][CH2:30][CH2:29]2)[CH:17]=[CH:16][C:5]=1[C:6]([NH:8][CH2:9][C:10]1[CH:11]=[N:12][CH:13]=[CH:14][CH:15]=1)=[O:7].